Predict the reactants needed to synthesize the given product. From a dataset of Full USPTO retrosynthesis dataset with 1.9M reactions from patents (1976-2016). (1) Given the product [CH:1]([NH:4][C:5]1[N:10]=[C:9]([C:11]#[N:13])[CH:8]=[C:7]([CH3:14])[N:6]=1)([CH3:3])[CH3:2], predict the reactants needed to synthesize it. The reactants are: [CH:1]([NH:4][C:5]1[N:10]=[C:9]([C:11]([NH2:13])=O)[CH:8]=[C:7]([CH3:14])[N:6]=1)([CH3:3])[CH3:2].N1C=CC=CC=1. (2) Given the product [O:6]1[C@H:7]2[C@@H:8]3[C@H:13]([CH2:14][CH2:15][CH2:16]2)[N:12]([C:17]([O:19][C:20]([CH3:23])([CH3:22])[CH3:21])=[O:18])[CH2:11][CH2:10][N:9]3[S:1]1(=[O:3])=[O:2], predict the reactants needed to synthesize it. The reactants are: [S:1](Cl)(Cl)(=[O:3])=[O:2].[OH:6][C@@H:7]1[CH2:16][CH2:15][CH2:14][C@H:13]2[C@@H:8]1[NH:9][CH2:10][CH2:11][N:12]2[C:17]([O:19][C:20]([CH3:23])([CH3:22])[CH3:21])=[O:18].C(N(CC)CC)C. (3) The reactants are: [CH3:1][O:2][C:3]([C:5]1[CH:10]=[CH:9][CH:8]=[CH:7][C:6]=1[NH:11][C:12]1[N:16]([C:17]2[CH:22]=[CH:21][CH:20]=[CH:19][C:18]=2[CH3:23])[N:15]=[C:14]([CH3:24])[CH:13]=1)=[O:4].[Br:25]N1C(C)(C)C(=O)N(Br)C1=O. Given the product [CH3:1][O:2][C:3]([C:5]1[CH:10]=[CH:9][CH:8]=[CH:7][C:6]=1[NH:11][C:12]1[N:16]([C:17]2[CH:22]=[CH:21][CH:20]=[CH:19][C:18]=2[CH3:23])[N:15]=[C:14]([CH3:24])[C:13]=1[Br:25])=[O:4], predict the reactants needed to synthesize it. (4) The reactants are: [F:1][C:2]1[CH:3]=[CH:4][C:5]([C:8](=O)[CH3:9])=[N:6][CH:7]=1.[Li+].C[Si]([N-][Si](C)(C)C)(C)C.[O:21]1[CH:25]=[CH:24][C:23]([C:26](Cl)=O)=[N:22]1.Cl.Cl.[F:31][C:32]1[CH:40]=[CH:39][CH:38]=[CH:37][C:33]=1[CH2:34][NH:35][NH2:36]. Given the product [F:31][C:32]1[CH:40]=[CH:39][CH:38]=[CH:37][C:33]=1[CH2:34][N:35]1[C:26]([C:23]2[CH:24]=[CH:25][O:21][N:22]=2)=[CH:9][C:8]([C:5]2[CH:4]=[CH:3][C:2]([F:1])=[CH:7][N:6]=2)=[N:36]1.[F:31][C:32]1[CH:40]=[CH:39][CH:38]=[CH:37][C:33]=1[CH2:34][N:35]1[C:8]([C:5]2[CH:4]=[CH:3][C:2]([F:1])=[CH:7][N:6]=2)=[CH:9][C:26]([C:23]2[CH:24]=[CH:25][O:21][N:22]=2)=[N:36]1, predict the reactants needed to synthesize it. (5) Given the product [Cl:13][C:8]1[CH:9]=[C:10]([Cl:12])[CH:11]=[C:6]([CH2:5][OH:4])[C:7]=1[CH2:14][C:15]([NH:17][CH:18]1[C:26]2[C:21](=[N:22][CH:23]=[CH:24][CH:25]=2)[O:20][CH2:19]1)=[O:16], predict the reactants needed to synthesize it. The reactants are: C([O:4][CH2:5][C:6]1[CH:11]=[C:10]([Cl:12])[CH:9]=[C:8]([Cl:13])[C:7]=1[CH2:14][C:15]([NH:17][CH:18]1[C:26]2[C:21](=[N:22][CH:23]=[CH:24][CH:25]=2)[O:20][CH2:19]1)=[O:16])(=O)C. (6) The reactants are: [CH3:1][O:2][C:3](=[O:22])[C:4]1[CH:9]=[C:8]([OH:10])[CH:7]=[CH:6][C:5]=1[NH:11][S:12]([C:15]1[CH:20]=[CH:19][C:18]([CH3:21])=[CH:17][CH:16]=1)(=[O:14])=[O:13].C([O-])([O-])=O.[K+].[K+].F[C:30]1[CH:35]=[CH:34][C:33]([N+:36]([O-:38])=[O:37])=[C:32]([O:39][CH2:40][CH:41]([CH3:43])[CH3:42])[CH:31]=1. Given the product [CH3:1][O:2][C:3](=[O:22])[C:4]1[CH:9]=[C:8]([O:10][C:30]2[CH:35]=[CH:34][C:33]([N+:36]([O-:38])=[O:37])=[C:32]([O:39][CH2:40][CH:41]([CH3:43])[CH3:42])[CH:31]=2)[CH:7]=[CH:6][C:5]=1[NH:11][S:12]([C:15]1[CH:16]=[CH:17][C:18]([CH3:21])=[CH:19][CH:20]=1)(=[O:14])=[O:13], predict the reactants needed to synthesize it. (7) Given the product [NH2:1][C:2]1[C:3]2[S:10][CH:9]=[C:8]([C:11]([NH:13][C:14]3[C:19]([Cl:20])=[C:18]([OH:21])[CH:17]=[C:16]([OH:23])[C:15]=3[Cl:25])=[O:12])[C:4]=2[N:5]=[CH:6][N:7]=1, predict the reactants needed to synthesize it. The reactants are: [NH2:1][C:2]1[C:3]2[S:10][CH:9]=[C:8]([C:11]([NH:13][C:14]3[C:19]([Cl:20])=[C:18]([O:21]C)[CH:17]=[C:16]([O:23]C)[C:15]=3[Cl:25])=[O:12])[C:4]=2[N:5]=[CH:6][N:7]=1.B(Br)(Br)Br.[Cl-].[NH4+].C(=O)(O)[O-].[Na+]. (8) Given the product [Cl:1][C:2]1[CH:22]=[CH:21][C:5]([CH2:6][N:7]2[C:8](=[O:20])[CH:9]=[CH:10][C:11]([C:13]3[CH:18]=[CH:17][C:16]([O:19][CH2:25][CH2:26][NH:27][C:28](=[O:34])[O:29][C:30]([CH3:33])([CH3:32])[CH3:31])=[CH:15][CH:14]=3)=[CH:12]2)=[C:4]([F:23])[CH:3]=1, predict the reactants needed to synthesize it. The reactants are: [Cl:1][C:2]1[CH:22]=[CH:21][C:5]([CH2:6][N:7]2[CH:12]=[C:11]([C:13]3[CH:18]=[CH:17][C:16]([OH:19])=[CH:15][CH:14]=3)[CH:10]=[CH:9][C:8]2=[O:20])=[C:4]([F:23])[CH:3]=1.O[CH2:25][CH2:26][NH:27][C:28](=[O:34])[O:29][C:30]([CH3:33])([CH3:32])[CH3:31].